This data is from Catalyst prediction with 721,799 reactions and 888 catalyst types from USPTO. The task is: Predict which catalyst facilitates the given reaction. (1) Product: [CH3:1][O:2][C:3]([C:5]1[C:9]([CH2:10][Br:33])=[C:8]([C:11]2[CH:12]=[CH:13][C:14]([O:17][Si:18]([C:21]([CH3:24])([CH3:23])[CH3:22])([CH3:19])[CH3:20])=[CH:15][CH:16]=2)[N:7]([C:25]2[CH:30]=[CH:29][C:28]([Cl:31])=[CH:27][C:26]=2[Cl:32])[N:6]=1)=[O:4]. Reactant: [CH3:1][O:2][C:3]([C:5]1[C:9]([CH3:10])=[C:8]([C:11]2[CH:16]=[CH:15][C:14]([O:17][Si:18]([C:21]([CH3:24])([CH3:23])[CH3:22])([CH3:20])[CH3:19])=[CH:13][CH:12]=2)[N:7]([C:25]2[CH:30]=[CH:29][C:28]([Cl:31])=[CH:27][C:26]=2[Cl:32])[N:6]=1)=[O:4].[Br:33]N1C(=O)CCC1=O.CC(N=NC(C#N)(C)C)(C#N)C. The catalyst class is: 26. (2) Reactant: [C:1]1(=[N:5][NH:6][C:7]([O:9][C:10]([CH3:13])([CH3:12])[CH3:11])=[O:8])[CH2:4][CH2:3][CH2:2]1.O1CCCC1.B. Product: [CH:1]1([NH:5][NH:6][C:7]([O:9][C:10]([CH3:13])([CH3:12])[CH3:11])=[O:8])[CH2:2][CH2:3][CH2:4]1. The catalyst class is: 1. (3) Reactant: [C:34]([O:33][C:31](=[O:32])[NH:30][CH2:29][CH2:28][CH2:27][C:26](=[O:38])[N:22]([CH2:21][CH2:20][S:19][S:19][CH2:20][CH2:21][N:22]([C:26](=[O:38])[CH2:27][CH2:28][CH2:29][NH:30][C:31]([O:33][C:34]([CH3:37])([CH3:36])[CH3:35])=[O:32])[CH2:23][CH2:24][OH:25])[CH2:23][CH2:24][OH:25])([CH3:37])([CH3:35])[CH3:36].C(P(CCCC)CCCC)CCC.[C:54]([O:58][C:59](=[O:76])[C:60]1[CH:65]=[C:64]([C:66]2[CH:71]=[C:70](Cl)[N:69]=[C:68]([NH2:73])[N:67]=2)[C:63]([CH3:74])=[CH:62][C:61]=1[CH3:75])([CH3:57])([CH3:56])[CH3:55].C(=O)([O-])[O-].[Cs+].[Cs+]. Product: [C:54]([O:58][C:59](=[O:76])[C:60]1[CH:65]=[C:64]([C:66]2[CH:71]=[C:70]([S:19][CH2:20][CH2:21][N:22]([C:26](=[O:38])[CH2:27][CH2:28][CH2:29][NH:30][C:31]([O:33][C:34]([CH3:35])([CH3:36])[CH3:37])=[O:32])[CH2:23][CH2:24][OH:25])[N:69]=[C:68]([NH2:73])[N:67]=2)[C:63]([CH3:74])=[CH:62][C:61]=1[CH3:75])([CH3:57])([CH3:56])[CH3:55]. The catalyst class is: 384. (4) Reactant: [CH3:1][O:2][CH2:3][CH2:4][NH:5][C:6]([C:8]1[CH:13]=[CH:12][C:11](/[CH:14]=[CH:15]/[C:16]([O:18]CC2C=CC=CC=2)=[O:17])=[CH:10][CH:9]=1)=[O:7]. Product: [CH3:1][O:2][CH2:3][CH2:4][NH:5][C:6]([C:8]1[CH:13]=[CH:12][C:11]([CH2:14][CH2:15][C:16]([OH:18])=[O:17])=[CH:10][CH:9]=1)=[O:7]. The catalyst class is: 29. (5) Product: [CH2:1]([C:15]1([OH:28])[C:14]2[C:19](=[CH:20][CH:21]=[C:12]([O:11][CH3:10])[CH:13]=2)[O:18][CH2:17][CH:16]1[NH:22][C:23](=[O:27])[O:24][CH2:25][CH3:26])[C:2]1[CH:7]=[CH:6][CH:5]=[CH:4][CH:3]=1. Reactant: [CH2:1]([Mg]Cl)[C:2]1[CH:7]=[CH:6][CH:5]=[CH:4][CH:3]=1.[CH3:10][O:11][C:12]1[CH:13]=[C:14]2[C:19](=[CH:20][CH:21]=1)[O:18][CH2:17][CH:16]([NH:22][C:23](=[O:27])[O:24][CH2:25][CH3:26])[C:15]2=[O:28]. The catalyst class is: 1.